Dataset: Forward reaction prediction with 1.9M reactions from USPTO patents (1976-2016). Task: Predict the product of the given reaction. (1) Given the reactants [CH2:1](Br)[C:2]1[CH:7]=[CH:6][CH:5]=[CH:4][CH:3]=1.Cl.[CH3:10][O:11][C:12]([CH:14]1[CH2:19][CH2:18][NH:17][CH2:16][CH2:15]1)=[O:13].C(N(CC)CC)C.C(=O)([O-])O.[Na+], predict the reaction product. The product is: [CH2:1]([N:17]1[CH2:18][CH2:19][CH:14]([C:12]([O:11][CH3:10])=[O:13])[CH2:15][CH2:16]1)[C:2]1[CH:7]=[CH:6][CH:5]=[CH:4][CH:3]=1. (2) Given the reactants [C:1]([C:4]1[CH:5]=[C:6]([CH:24]=[CH:25][CH:26]=1)[O:7][C:8]1[C:13]([O:14][CH2:15][CH2:16][CH2:17][C:18]2[CH:23]=[CH:22][N:21]=[CH:20][CH:19]=2)=[CH:12][CH:11]=[CH:10][N:9]=1)([OH:3])=[O:2].CO.[C:29](OCC)(=O)C, predict the reaction product. The product is: [CH3:29][O:2][C:1]([C:4]1[CH:5]=[C:6]([CH:24]=[CH:25][CH:26]=1)[O:7][C:8]1[C:13]([O:14][CH2:15][CH2:16][CH2:17][C:18]2[CH:19]=[CH:20][N:21]=[CH:22][CH:23]=2)=[CH:12][CH:11]=[CH:10][N:9]=1)=[O:3]. (3) Given the reactants [Cl:1][C:2]1[CH:7]=[CH:6][C:5]([CH:8]([OH:29])[C:9]2[CH:10]=[C:11]([B-](F)(F)F)[S:12][C:13]=2[C:14]2[N:18]=[CH:17][N:16](C3CCCCO3)[N:15]=2)=[CH:4][CH:3]=1.[K+].Br[C:32]1[CH:37]=[CH:36][N:35]=[C:34]([C:38]#[N:39])[CH:33]=1.C1(P(C2CCCCC2)C2C=CC=CC=2C2C(OC(C)C)=CC=CC=2OC(C)C)CCCCC1.C(=O)([O-])[O-].[Na+].[Na+].C(O)C.O1CCOCC1.C(O)(C)(C)C.Cl, predict the reaction product. The product is: [Cl:1][C:2]1[CH:3]=[CH:4][C:5]([CH:8]([OH:29])[C:9]2[CH:10]=[C:11]([C:32]3[CH:37]=[CH:36][N:35]=[C:34]([C:38]#[N:39])[CH:33]=3)[S:12][C:13]=2[C:14]2[NH:18][CH:17]=[N:16][N:15]=2)=[CH:6][CH:7]=1. (4) Given the reactants C(OC([N:8]1[CH2:13][CH2:12][N:11](C(OC(C)(C)C)=O)[CH2:10][C@@H:9]1[C:21]1[CH:26]=[CH:25][C:24]([N:27]([CH:29]2[CH2:34][CH2:33][CH2:32][CH2:31][CH2:30]2)[CH3:28])=[CH:23][CH:22]=1)=O)(C)(C)C.Cl, predict the reaction product. The product is: [CH:29]1([N:27]([C:24]2[CH:25]=[CH:26][C:21]([C@H:9]3[CH2:10][NH:11][CH2:12][CH2:13][NH:8]3)=[CH:22][CH:23]=2)[CH3:28])[CH2:30][CH2:31][CH2:32][CH2:33][CH2:34]1.